From a dataset of Reaction yield outcomes from USPTO patents with 853,638 reactions. Predict the reaction yield, written as a fraction of the theoretical maximum amount of product (1.0 means a 100% yield; for example, 0.34 means a 34% yield). (1) The reactants are Br[CH2:2][C:3]([C:5]1[CH:10]=[CH:9][N:8]=[CH:7][CH:6]=1)=O.[C:11]([CH2:13][C:14]([NH2:16])=[S:15])#[N:12]. No catalyst specified. The product is [N:8]1[CH:9]=[CH:10][C:5]([C:3]2[N:16]=[C:14]([CH2:13][C:11]#[N:12])[S:15][CH:2]=2)=[CH:6][CH:7]=1. The yield is 0.460. (2) The reactants are N([C@:4]1([CH2:19][OH:20])[O:8][C@@H:7]([N:9]2[CH:16]=[CH:15][C:13](=[O:14])[NH:12][C:10]2=[O:11])[C@H:6]([OH:17])[C@@H:5]1[OH:18])=[N+]=[N-].CO[C:23](OC)([CH3:25])[CH3:24]. The catalyst is CC(C)=O.C(OCC)(=O)C.O.C1(C)C=CC(S(O)(=O)=O)=CC=1. The product is [OH:20][CH2:19][CH:4]1[CH:5]2[O:18][C:23]([CH3:25])([CH3:24])[O:17][CH:6]2[CH:7]([N:9]2[CH:16]=[CH:15][C:13](=[O:14])[NH:12][C:10]2=[O:11])[O:8]1. The yield is 0.640. (3) The reactants are [Br:1][C:2]1[CH:3]=[C:4]([CH:8]=[C:9]([C:11]([F:14])([F:13])[F:12])[CH:10]=1)[C:5]([OH:7])=[O:6].CN(C=O)C.C(Cl)(=O)C(Cl)=O.[CH3:26][C:27]([CH3:30])([O-])[CH3:28].[K+]. The catalyst is C(Cl)Cl.O. The product is [Br:1][C:2]1[CH:3]=[C:4]([CH:8]=[C:9]([C:11]([F:12])([F:13])[F:14])[CH:10]=1)[C:5]([O:7][C:27]([CH3:30])([CH3:28])[CH3:26])=[O:6]. The yield is 0.911.